This data is from Reaction yield outcomes from USPTO patents with 853,638 reactions. The task is: Predict the reaction yield, written as a fraction of the theoretical maximum amount of product (1.0 means a 100% yield; for example, 0.34 means a 34% yield). (1) The reactants are [N:1]1([CH2:7][C@H:8]([OH:11])[CH2:9][OH:10])[CH2:6][CH2:5][O:4][CH2:3][CH2:2]1.[S:12](Cl)([Cl:14])=[O:13]. The catalyst is C(Cl)Cl. The product is [ClH:14].[O:13]=[S:12]1[O:11][C@@H:8]([CH2:7][N:1]2[CH2:6][CH2:5][O:4][CH2:3][CH2:2]2)[CH2:9][O:10]1. The yield is 1.03. (2) The reactants are [CH:1]1([NH2+:7]C2CCCCC2)CC[CH2:4][CH2:3][CH2:2]1.[CH2:14]([C@H:18]1[O:20][C@@H:19]1[C:21]([O-:23])=O)[CH2:15][CH2:16][CH3:17].C(Cl)(=O)C(C)(C)C.C(N)CCC. The catalyst is O1CCCC1. The product is [CH2:1]([NH:7][C:21]([C@@H:19]1[C@@H:18]([CH2:14][CH2:15][CH2:16][CH3:17])[O:20]1)=[O:23])[CH2:2][CH2:3][CH3:4]. The yield is 1.00. (3) The reactants are [F:1][C:2]1[CH:7]=[CH:6][C:5]([C:8]2[N:9]=[C:10]3[N:14]([C:15]=2[C:16]2[CH:21]=[CH:20][N:19]=[C:18](S(C)(=O)=O)[N:17]=2)[CH:13]=[CH:12][O:11]3)=[CH:4][CH:3]=1.[NH2:26][CH2:27][C:28]([CH3:32])([CH3:31])[CH2:29][OH:30].C(N(C(C)C)CC)(C)C. The catalyst is CS(C)=O.O. The product is [F:1][C:2]1[CH:7]=[CH:6][C:5]([C:8]2[N:9]=[C:10]3[N:14]([C:15]=2[C:16]2[CH:21]=[CH:20][N:19]=[C:18]([NH:26][CH2:27][C:28]([CH3:32])([CH3:31])[CH2:29][OH:30])[N:17]=2)[CH:13]=[CH:12][O:11]3)=[CH:4][CH:3]=1. The yield is 0.860. (4) The reactants are [CH3:1][C:2]1[N:3]([CH2:13][C:14]2[CH:23]=[CH:22][C:17]([C:18]([O:20][CH3:21])=[O:19])=[CH:16][CH:15]=2)[C:4]2[CH2:5][CH2:6][CH2:7][C:8](=[O:12])[C:9]=2[C:10]=1[CH3:11].Cl.[CH3:25]NC.C=O. The catalyst is C(O)(=O)C.C1(C)C=CC=CC=1. The product is [CH3:1][C:2]1[N:3]([CH2:13][C:14]2[CH:15]=[CH:16][C:17]([C:18]([O:20][CH3:21])=[O:19])=[CH:22][CH:23]=2)[C:4]2[CH2:5][CH2:6][C:7](=[CH2:25])[C:8](=[O:12])[C:9]=2[C:10]=1[CH3:11]. The yield is 0.650. (5) The reactants are C(OC([N:11]1[CH2:16][CH2:15][N:14]([CH:17]2[CH2:21][CH2:20][N:19]([C:22]3[C:23]([F:40])=[CH:24][N:25]4[C:30]([C:31]=3[CH3:32])=[C:29]([CH:33]3[CH2:35][CH2:34]3)[CH:28]=[C:27]([C:36]([OH:38])=[O:37])[C:26]4=[O:39])[CH2:18]2)[CH2:13][CH2:12]1)=O)C1C=CC=CC=1. The catalyst is C(O)C.[Pd]. The product is [CH:33]1([C:29]2[CH:28]=[C:27]([C:36]([OH:38])=[O:37])[C:26](=[O:39])[N:25]3[C:30]=2[C:31]([CH3:32])=[C:22]([N:19]2[CH2:20][CH2:21][CH:17]([N:14]4[CH2:15][CH2:16][NH:11][CH2:12][CH2:13]4)[CH2:18]2)[C:23]([F:40])=[CH:24]3)[CH2:34][CH2:35]1. The yield is 1.00. (6) The reactants are [F:1][C:2]1([F:20])[CH2:8][O:7][CH2:6][C:5]([NH2:9])=[N:4][C@@:3]21[C:18]1[C:13](=[CH:14][CH:15]=[C:16]([NH2:19])[CH:17]=1)[CH2:12][CH2:11][CH2:10]2.[Cl:21][C:22]1[CH:23]=[CH:24][C:25]([C:28](O)=[O:29])=[N:26][CH:27]=1. No catalyst specified. The product is [NH2:9][C:5]1[CH2:6][O:7][CH2:8][C:2]([F:1])([F:20])[C@@:3]2([C:18]3[C:13](=[CH:14][CH:15]=[C:16]([NH:19][C:28](=[O:29])[C:25]4[CH:24]=[CH:23][C:22]([Cl:21])=[CH:27][N:26]=4)[CH:17]=3)[CH2:12][CH2:11][CH2:10]2)[N:4]=1. The yield is 0.450. (7) The reactants are [CH3:1][N:2]([S:21]([C:24]1[S:25][CH:26]=[CH:27][CH:28]=1)(=[O:23])=[O:22])[C:3]1[CH:4]=[CH:5][CH:6]=[C:7]2[C:11]=1[NH:10][C:9]([C:12]1[S:13][CH:14]([CH2:17][C:18](O)=[O:19])[CH2:15][N:16]=1)=[CH:8]2.CC1C=CC=C([N+]([O-])=O)C=1C(OC(=O)C1C([N+]([O-])=O)=CC=CC=1C)=O.[CH3:54][S:55]([NH2:58])(=[O:57])=[O:56].Cl. The catalyst is CN(C)C1C=CN=CC=1.C(#N)C.C(N(CC)CC)C. The product is [CH3:54][S:55]([NH:58][C:18](=[O:19])[CH2:17][CH:14]1[S:13][C:12]([C:9]2[NH:10][C:11]3[C:7]([CH:8]=2)=[CH:6][CH:5]=[CH:4][C:3]=3[N:2]([CH3:1])[S:21]([C:24]2[S:25][CH:26]=[CH:27][CH:28]=2)(=[O:23])=[O:22])=[N:16][CH2:15]1)(=[O:57])=[O:56]. The yield is 0.330. (8) The reactants are [C:1](OC(=O)C)(=[O:3])[CH3:2].[OH:8][C:9]1[CH:18]=[C:17]([OH:19])[CH:16]=[CH:15][C:10]=1[C:11]([O:13][CH3:14])=[O:12].O. The catalyst is B(F)(F)F.CCOCC. The product is [C:1]([C:16]1[C:17]([OH:19])=[CH:18][C:9]([OH:8])=[C:10]([CH:15]=1)[C:11]([O:13][CH3:14])=[O:12])(=[O:3])[CH3:2]. The yield is 0.420.